Dataset: Catalyst prediction with 721,799 reactions and 888 catalyst types from USPTO. Task: Predict which catalyst facilitates the given reaction. (1) Reactant: C[Si](C)(C)[N-][Si](C)(C)C.[Li+].[CH3:11][O:12][C:13]([C:15]1[CH:20]([C:21]2[CH:26]=[CH:25][C:24]([F:27])=[C:23]([F:28])[CH:22]=2)[NH:19][C:18](=[O:29])[NH:17][C:16]=1[CH2:30][O:31][CH3:32])=[O:14].Cl[C:34]([O:36][C:37]1[CH:42]=[CH:41][C:40]([N+:43]([O-:45])=[O:44])=[CH:39][CH:38]=1)=[O:35]. Product: [CH3:11][O:12][C:13]([C:15]1[CH:20]([C:21]2[CH:26]=[CH:25][C:24]([F:27])=[C:23]([F:28])[CH:22]=2)[N:19]([C:34]([O:36][C:37]2[CH:38]=[CH:39][C:40]([N+:43]([O-:45])=[O:44])=[CH:41][CH:42]=2)=[O:35])[C:18](=[O:29])[NH:17][C:16]=1[CH2:30][O:31][CH3:32])=[O:14]. The catalyst class is: 1. (2) Reactant: [OH:1][CH2:2][C:3]1([CH2:16][OH:17])[C:15]2[CH:14]=[CH:13][CH:12]=[CH:11][C:10]=2[C:9]2[C:4]1=[CH:5][CH:6]=[CH:7][CH:8]=2.I[CH3:19].[H-].[Na+]. Product: [CH3:19][O:1][CH2:2][C:3]1([CH2:16][OH:17])[C:15]2[CH:14]=[CH:13][CH:12]=[CH:11][C:10]=2[C:9]2[C:4]1=[CH:5][CH:6]=[CH:7][CH:8]=2. The catalyst class is: 7. (3) Reactant: [Cl:1][C:2]1[C:3]([NH2:12])=[N:4][CH:5]=[C:6]([C:8]([F:11])([F:10])[F:9])[CH:7]=1.Cl[S:14]([C:17]1[CH:26]=[CH:25][C:20]([C:21]([O:23][CH3:24])=[O:22])=[CH:19][CH:18]=1)(=[O:16])=[O:15]. Product: [Cl:1][C:2]1[C:3]([NH:12][S:14]([C:17]2[CH:18]=[CH:19][C:20]([C:21]([O:23][CH3:24])=[O:22])=[CH:25][CH:26]=2)(=[O:16])=[O:15])=[N:4][CH:5]=[C:6]([C:8]([F:11])([F:9])[F:10])[CH:7]=1. The catalyst class is: 17. (4) Reactant: [F:1][C:2]1([F:32])[CH2:4][CH:3]1[CH2:5][N:6]1[C:14]2[C:9](=[N:10][C:11]([CH:15]3[CH2:20][CH2:19][N:18]([C:21]([O:23][C:24]([CH3:27])([CH3:26])[CH3:25])=[O:22])[CH2:17][CH:16]3[OH:28])=[CH:12][CH:13]=2)[N:8]([CH3:29])[S:7]1(=[O:31])=[O:30].[CH2:33]1COCC1.[H-].[Na+].IC. Product: [F:32][C:2]1([F:1])[CH2:4][CH:3]1[CH2:5][N:6]1[C:14]2[C:9](=[N:10][C:11]([CH:15]3[CH2:20][CH2:19][N:18]([C:21]([O:23][C:24]([CH3:27])([CH3:25])[CH3:26])=[O:22])[CH2:17][CH:16]3[O:28][CH3:33])=[CH:12][CH:13]=2)[N:8]([CH3:29])[S:7]1(=[O:31])=[O:30]. The catalyst class is: 24. (5) Reactant: [C:1]([O:5][C:6]([N:8]1[CH2:14][CH2:13][C:12]2[CH:15]=[C:16]([OH:19])[CH:17]=[CH:18][C:11]=2[CH2:10][CH2:9]1)=[O:7])([CH3:4])([CH3:3])[CH3:2].CC(C)([O-])C.[K+].Cl[C:27]1[CH:36]=[CH:35][C:30]([C:31]([NH:33][CH3:34])=[O:32])=[CH:29][N:28]=1. Product: [CH3:34][NH:33][C:31]([C:30]1[CH:35]=[CH:36][C:27]([O:19][C:16]2[CH:17]=[CH:18][C:11]3[CH2:10][CH2:9][N:8]([C:6]([O:5][C:1]([CH3:4])([CH3:2])[CH3:3])=[O:7])[CH2:14][CH2:13][C:12]=3[CH:15]=2)=[N:28][CH:29]=1)=[O:32]. The catalyst class is: 107. (6) Reactant: [NH:1]1[C:9]2[C:4](=[CH:5][CH:6]=[C:7]([C:10]3[CH:11]=[C:12]([NH:23][C:24]4[CH:29]=[CH:28][C:27]([N:30]5[CH2:35][CH2:34][O:33][CH2:32][CH2:31]5)=[CH:26][N:25]=4)[C:13]4[N:14]([CH:20]=[CH:21][N:22]=4)[C:15]=3[C:16]([O:18]C)=[O:17])[CH:8]=2)[CH:3]=[N:2]1.[OH-].[Na+]. Product: [NH:1]1[C:9]2[C:4](=[CH:5][CH:6]=[C:7]([C:10]3[CH:11]=[C:12]([NH:23][C:24]4[CH:29]=[CH:28][C:27]([N:30]5[CH2:35][CH2:34][O:33][CH2:32][CH2:31]5)=[CH:26][N:25]=4)[C:13]4[N:14]([CH:20]=[CH:21][N:22]=4)[C:15]=3[C:16]([OH:18])=[O:17])[CH:8]=2)[CH:3]=[N:2]1. The catalyst class is: 8. (7) Reactant: [NH:1]1[CH2:7][CH2:6][CH2:5][CH:4]([CH2:8][OH:9])[CH2:3][CH2:2]1.C(=O)([O-])[O-].[K+].[K+].Br[CH2:17][C:18]1[CH:23]=[CH:22][C:21]([C:24]([F:27])([F:26])[F:25])=[CH:20][C:19]=1[C:28]([F:31])([F:30])[F:29].O. Product: [F:29][C:28]([F:30])([F:31])[C:19]1[CH:20]=[C:21]([C:24]([F:27])([F:25])[F:26])[CH:22]=[CH:23][C:18]=1[CH2:17][N:1]1[CH2:7][CH2:6][CH2:5][CH:4]([CH2:8][OH:9])[CH2:3][CH2:2]1. The catalyst class is: 3. (8) Reactant: FC(F)(F)C(O)=O.[CH:8]([O:11][C:12]([N:14]1[C:23]2[C:18](=[CH:19][C:20]([C:24]([F:27])([F:26])[F:25])=[CH:21][CH:22]=2)[C@H:17]([N:28]([CH2:47][C:48]2[CH:53]=[C:52]([C:54]([F:57])([F:56])[F:55])[CH:51]=[C:50]([C:58]([F:61])([F:60])[F:59])[CH:49]=2)[C:29]2[N:30]=[N:31][N:32]([CH:34]3[CH2:39][CH2:38][N:37](C(OC(C)(C)C)=O)[CH2:36][CH2:35]3)[N:33]=2)[CH2:16][C@@H:15]1[CH3:62])=[O:13])([CH3:10])[CH3:9]. Product: [CH:8]([O:11][C:12]([N:14]1[C:23]2[C:18](=[CH:19][C:20]([C:24]([F:27])([F:26])[F:25])=[CH:21][CH:22]=2)[C@H:17]([N:28]([CH2:47][C:48]2[CH:53]=[C:52]([C:54]([F:55])([F:56])[F:57])[CH:51]=[C:50]([C:58]([F:59])([F:60])[F:61])[CH:49]=2)[C:29]2[N:30]=[N:31][N:32]([CH:34]3[CH2:35][CH2:36][NH:37][CH2:38][CH2:39]3)[N:33]=2)[CH2:16][C@@H:15]1[CH3:62])=[O:13])([CH3:10])[CH3:9]. The catalyst class is: 4. (9) Reactant: [OH:1][C:2]1[CH:3]=[CH:4][C:5]([I:10])=[C:6]([O:8][CH3:9])[CH:7]=1.[C:11](=[O:14])([O-])[O-].[K+].[K+].[CH3:17]N(C)C=O. Product: [I:10][C:5]1[CH:4]=[CH:3][C:2]([O:1][CH2:17][O:14][CH3:11])=[CH:7][C:6]=1[O:8][CH3:9]. The catalyst class is: 698.